From a dataset of Forward reaction prediction with 1.9M reactions from USPTO patents (1976-2016). Predict the product of the given reaction. The product is: [ClH:22].[CH3:2][O:3][C:4](=[O:25])[C@H:5]([CH2:7][C:8]1[CH:9]=[CH:10][C:11]([NH:14][C:15](=[O:24])[C:16]2[C:17]([Cl:23])=[CH:18][CH:19]=[CH:20][C:21]=2[Cl:22])=[C:12]([Br:26])[CH:13]=1)[NH2:6]. Given the reactants Cl.[CH3:2][O:3][C:4](=[O:25])[C@H:5]([CH2:7][C:8]1[CH:13]=[CH:12][C:11]([NH:14][C:15](=[O:24])[C:16]2[C:21]([Cl:22])=[CH:20][CH:19]=[CH:18][C:17]=2[Cl:23])=[CH:10][CH:9]=1)[NH2:6].[Br:26]Br, predict the reaction product.